Predict the reactants needed to synthesize the given product. From a dataset of Full USPTO retrosynthesis dataset with 1.9M reactions from patents (1976-2016). Given the product [CH2:16]([O:15][C:14](=[O:19])[CH2:13][CH:10]([C:11]1([CH2:1][CH:2]=[CH2:3])[CH2:12][CH2:13][C:14]2([O:19][CH2:18][C:17]([CH3:20])([CH3:21])[CH2:16][O:15]2)[CH2:22][CH2:23]1)[C:24]#[N:25])[CH3:17], predict the reactants needed to synthesize it. The reactants are: [CH2:1]([Mg]Cl)[CH:2]=[CH2:3].C(OC(=O)[C:10]([C:24]#[N:25])=[C:11]1[CH2:23][CH2:22][C:14]2([O:19][CH2:18][C:17]([CH3:21])([CH3:20])[CH2:16][O:15]2)[CH2:13][CH2:12]1)C.[NH4+].[Cl-].